Dataset: Forward reaction prediction with 1.9M reactions from USPTO patents (1976-2016). Task: Predict the product of the given reaction. (1) Given the reactants N(C(OC(C)C)=O)=NC(OC(C)C)=O.[C:15]([O:19][C:20]([NH:22][CH2:23][CH2:24][OH:25])=[O:21])([CH3:18])([CH3:17])[CH3:16].O[C:27]1[CH:31]=[CH:30][O:29][N:28]=1.C1(P(C2C=CC=CC=2)C2C=CC=CC=2)C=CC=CC=1, predict the reaction product. The product is: [C:15]([O:19][C:20]([NH:22][CH2:23][CH2:24][O:25][C:27]1[CH:31]=[CH:30][O:29][N:28]=1)=[O:21])([CH3:18])([CH3:17])[CH3:16]. (2) Given the reactants Cl[C:2]1[N:7]2[N:8]=[C:9]([CH3:11])[CH:10]=[C:6]2[N:5]=[C:4]([NH:12][C:13](=[O:24])[C:14]2[CH:19]=[CH:18][C:17]([C:20]([OH:23])([CH3:22])[CH3:21])=[CH:16][CH:15]=2)[CH:3]=1.[NH:25]1[CH2:30][CH2:29][O:28][CH2:27][CH2:26]1, predict the reaction product. The product is: [OH:23][C:20]([C:17]1[CH:18]=[CH:19][C:14]([C:13]([NH:12][C:4]2[CH:3]=[C:2]([N:25]3[CH2:30][CH2:29][O:28][CH2:27][CH2:26]3)[N:7]3[N:8]=[C:9]([CH3:11])[CH:10]=[C:6]3[N:5]=2)=[O:24])=[CH:15][CH:16]=1)([CH3:22])[CH3:21]. (3) Given the reactants [Cl:1][C:2]1[CH:10]=[CH:9][C:5]([C:6]([OH:8])=[O:7])=[CH:4][C:3]=1[NH2:11].[C:12](Cl)(=O)C, predict the reaction product. The product is: [Cl:1][C:2]1[CH:10]=[CH:9][C:5]([C:6]([O:8][CH3:12])=[O:7])=[CH:4][C:3]=1[NH2:11]. (4) The product is: [CH3:29][N:6]1[CH2:7][CH2:8][CH:9]2[CH2:1][N:2]([C:10]3[C:11]4[CH2:21][CH2:20][CH2:19][C:18]5[CH:22]=[CH:23][CH:24]=[CH:25][C:17]=5[C:12]=4[N:13]=[C:14]([NH2:16])[N:15]=3)[CH2:3][CH:4]2[CH2:5]1. Given the reactants [CH2:1]1[CH:9]2[CH:4]([CH2:5][NH:6][CH2:7][CH2:8]2)[CH2:3][N:2]1[C:10]1[C:11]2[CH2:21][CH2:20][CH2:19][C:18]3[CH:22]=[CH:23][CH:24]=[CH:25][C:17]=3[C:12]=2[N:13]=[C:14]([NH2:16])[N:15]=1.C=O.[BH3-][C:29]#N.[Na+].Cl, predict the reaction product. (5) Given the reactants [O:1]([CH2:8][CH2:9][S:10][CH2:11][C:12]1[O:16][C:15]([C:17]2[CH:18]=[C:19]3[C:24](=[CH:25][CH:26]=2)[CH:23]=[C:22]([CH2:27][OH:28])[CH:21]=[CH:20]3)=[N:14][N:13]=1)[C:2]1[CH:7]=[CH:6][CH:5]=[CH:4][CH:3]=1.C(N(CC)CC)C.[CH3:36][S:37]([Cl:40])(=[O:39])=[O:38], predict the reaction product. The product is: [Cl:40][CH2:27][C:22]1[CH:23]=[C:24]2[C:19](=[CH:20][CH:21]=1)[CH:18]=[C:17]([C:15]1[O:16][C:12]([CH2:11][S:10][CH2:9][CH2:8][O:1][C:2]3[CH:7]=[CH:6][CH:5]=[CH:4][CH:3]=3)=[N:13][N:14]=1)[CH:26]=[CH:25]2.[O:1]([CH2:8][CH2:9][S:10][CH2:11][C:12]1[O:16][C:15]([C:17]2[CH:18]=[C:19]3[C:24](=[CH:25][CH:26]=2)[CH:23]=[C:22]([CH2:27][O:28][S:37]([CH3:36])(=[O:39])=[O:38])[CH:21]=[CH:20]3)=[N:14][N:13]=1)[C:2]1[CH:7]=[CH:6][CH:5]=[CH:4][CH:3]=1. (6) Given the reactants [NH2:1][C:2]1[CH:10]=[CH:9][CH:8]=[C:7]([Cl:11])[C:3]=1[C:4]([OH:6])=[O:5].Cl[C:13](Cl)([O:15]C(=O)OC(Cl)(Cl)Cl)Cl, predict the reaction product. The product is: [Cl:11][C:7]1[C:3]2[C:4](=[O:6])[O:5][C:13](=[O:15])[NH:1][C:2]=2[CH:10]=[CH:9][CH:8]=1. (7) Given the reactants [NH2:1][C@H:2]([C:6]([OH:8])=[O:7])[C@H:3]([CH3:5])[OH:4].[C:9]([O-:12])(O)=[O:10].[Na+].[C:14]1([CH2:20][CH2:21][CH2:22][CH2:23][CH2:24]C2C(=O)N(C([O-])=O)C=CC=2)[CH:19]=[CH:18][CH:17]=[CH:16][CH:15]=1, predict the reaction product. The product is: [OH:4][C@@H:3]([CH3:5])[C@H:2]([NH:1][C:9]([O:12][CH2:24][CH2:23][CH2:22][CH2:21][CH2:20][C:14]1[CH:19]=[CH:18][CH:17]=[CH:16][CH:15]=1)=[O:10])[C:6]([OH:8])=[O:7]. (8) Given the reactants [F:1][C:2]1[CH:7]=[C:6]([N:8]2[CH2:12][CH:11]([CH2:13][NH:14][C:15](=[O:17])[CH3:16])[O:10][C:9]2=[O:18])[CH:5]=[CH:4][C:3]=1[C:19]1[CH:24]=[CH:23][C:22]([CH2:25][NH:26][CH2:27][C:28]2[N:29]=[N:30][NH:31][CH:32]=2)=[CH:21][CH:20]=1.[BrH:33].C(O)(C)C, predict the reaction product. The product is: [BrH:33].[F:1][C:2]1[CH:7]=[C:6]([N:8]2[CH2:12][C@H:11]([CH2:13][NH:14][C:15](=[O:17])[CH3:16])[O:10][C:9]2=[O:18])[CH:5]=[CH:4][C:3]=1[C:19]1[CH:24]=[CH:23][C:22]([CH2:25][NH:26][CH2:27][C:28]2[NH:29][N:30]=[N:31][CH:32]=2)=[CH:21][CH:20]=1.